Dataset: Reaction yield outcomes from USPTO patents with 853,638 reactions. Task: Predict the reaction yield, written as a fraction of the theoretical maximum amount of product (1.0 means a 100% yield; for example, 0.34 means a 34% yield). The reactants are [SH:1][C:2]1[CH:7]=[CH:6][C:5]([OH:8])=[CH:4][CH:3]=1.[OH-].[K+].Cl[CH2:12][C:13]1[CH:27]=[CH:26][C:16]([C:17]([NH:19][C:20]2[CH:25]=[CH:24][CH:23]=[CH:22][CH:21]=2)=[O:18])=[CH:15][CH:14]=1.Cl. The catalyst is O.CO. The product is [OH:8][C:5]1[CH:6]=[CH:7][C:2]([S:1][CH2:12][C:13]2[CH:14]=[CH:15][C:16]([C:17]([NH:19][C:20]3[CH:25]=[CH:24][CH:23]=[CH:22][CH:21]=3)=[O:18])=[CH:26][CH:27]=2)=[CH:3][CH:4]=1. The yield is 0.840.